This data is from Forward reaction prediction with 1.9M reactions from USPTO patents (1976-2016). The task is: Predict the product of the given reaction. (1) Given the reactants [OH:1][C:2]1[CH:3]=[C:4]([CH:7]=[CH:8][CH:9]=1)[CH2:5][OH:6].Br[C:11]1[CH:16]=[CH:15][C:14]([F:17])=[CH:13][CH:12]=1.C(=O)([O-])[O-].[K+].[K+].N1C2C(=CC=CC=2O)C=CC=1, predict the reaction product. The product is: [F:17][C:14]1[CH:15]=[CH:16][C:11]([O:1][C:2]2[CH:3]=[C:4]([CH2:5][OH:6])[CH:7]=[CH:8][CH:9]=2)=[CH:12][CH:13]=1. (2) Given the reactants [F:1][C:2]1[CH:13]=[CH:12][CH:11]=[CH:10][C:3]=1[C:4]([NH:6][CH2:7][CH2:8][OH:9])=[O:5].[CH2:14](N(C(C)C)C(C)C)C.[OH:23][S:24]([O-:27])(=O)=O.[K+], predict the reaction product. The product is: [F:1][C:2]1[CH:13]=[CH:12][CH:11]=[CH:10][C:3]=1[C:4]([NH:6][CH2:7][CH2:8][O:9][S:24]([CH3:14])(=[O:27])=[O:23])=[O:5].